Task: Predict which catalyst facilitates the given reaction.. Dataset: Catalyst prediction with 721,799 reactions and 888 catalyst types from USPTO (1) Reactant: [OH:1][C:2]1[CH:10]=[CH:9][CH:8]=[CH:7][C:3]=1[CH2:4][CH2:5][OH:6].[CH2:11](I)[CH3:12].C(=O)([O-])[O-].[K+].[K+]. Product: [CH2:11]([O:1][C:2]1[CH:10]=[CH:9][CH:8]=[CH:7][C:3]=1[CH2:4][CH2:5][OH:6])[CH3:12]. The catalyst class is: 42. (2) Reactant: [NH2:1][C:2]1[CH:14]=[C:13]([CH3:15])[C:5]([C:6]([O:8][C:9]([CH3:12])([CH3:11])[CH3:10])=[O:7])=[C:4]([Cl:16])[N:3]=1.Br[CH2:18][C:19](=O)[C:20]([O:22][CH2:23][CH3:24])=[O:21]. Product: [Cl:16][C:4]1[N:3]2[CH:18]=[C:19]([C:20]([O:22][CH2:23][CH3:24])=[O:21])[N:1]=[C:2]2[CH:14]=[C:13]([CH3:15])[C:5]=1[C:6]([O:8][C:9]([CH3:11])([CH3:12])[CH3:10])=[O:7]. The catalyst class is: 14. (3) Reactant: [Cl:1][C:2]1[CH:47]=[CH:46][C:5]2[N:6]([CH2:37][C:38]3[CH:43]=[CH:42][C:41]([O:44][CH3:45])=[CH:40][CH:39]=3)[C:7](=[O:36])[CH:8]([CH2:28][C:29]3[CH:34]=[CH:33][CH:32]=[CH:31][C:30]=3[Cl:35])[N:9]=[C:10]([C:11]3[CH:12]=[C:13]4[N:19](C(OC(C)(C)C)=O)[C:18](=[O:27])[NH:17][C:14]4=[N:15][CH:16]=3)[C:4]=2[CH:3]=1. Product: [Cl:1][C:2]1[CH:47]=[CH:46][C:5]2[N:6]([CH2:37][C:38]3[CH:39]=[CH:40][C:41]([O:44][CH3:45])=[CH:42][CH:43]=3)[C:7](=[O:36])[CH:8]([CH2:28][C:29]3[CH:34]=[CH:33][CH:32]=[CH:31][C:30]=3[Cl:35])[N:9]=[C:10]([C:11]3[CH:12]=[C:13]4[NH:19][C:18](=[O:27])[NH:17][C:14]4=[N:15][CH:16]=3)[C:4]=2[CH:3]=1. The catalyst class is: 89. (4) Reactant: Cl.[F:2][C:3]1[CH:4]=[C:5]2[C:10](=[CH:11][CH:12]=1)[N:9]=[CH:8][CH:7]=[C:6]2[N:13]1[CH2:18][CH2:17][NH:16][CH2:15][CH2:14]1.C([O-])([O-])=O.[K+].[K+].Br[CH:26]([CH3:32])[C:27]([O:29][CH2:30][CH3:31])=[O:28]. Product: [F:2][C:3]1[CH:4]=[C:5]2[C:10](=[CH:11][CH:12]=1)[N:9]=[CH:8][CH:7]=[C:6]2[N:13]1[CH2:14][CH2:15][N:16]([CH:26]([CH3:32])[C:27]([O:29][CH2:30][CH3:31])=[O:28])[CH2:17][CH2:18]1. The catalyst class is: 37.